From a dataset of Forward reaction prediction with 1.9M reactions from USPTO patents (1976-2016). Predict the product of the given reaction. (1) The product is: [CH2:30]([CH:27]1[CH2:26][NH:25][C:24](=[O:32])[C:23]2[CH:22]=[C:21]([C:14]3[CH:15]=[CH:16][CH:17]=[C:18]4[C:13]=3[N:12]=[C:11]([O:9][C:3]3[CH:8]=[CH:7][CH:6]=[CH:5][CH:4]=3)[CH:20]=[CH:19]4)[NH:29][C:28]1=2)[CH3:31]. Given the reactants [H-].[Na+].[C:3]1([OH:9])[CH:8]=[CH:7][CH:6]=[CH:5][CH:4]=1.Cl[C:11]1[CH:20]=[CH:19][C:18]2[C:13](=[C:14]([C:21]3[NH:29][C:28]4[CH:27]([CH2:30][CH3:31])[CH2:26][NH:25][C:24](=[O:32])[C:23]=4[CH:22]=3)[CH:15]=[CH:16][CH:17]=2)[N:12]=1.C(O)(C(F)(F)F)=O, predict the reaction product. (2) Given the reactants [CH3:1][NH:2][C:3]([C:5]1[S:6][CH:7]=[CH:8][C:9]=1[NH:10][C:11]1[C:16]([Cl:17])=[CH:15][N:14]=[C:13]([NH:18][C:19]2[CH:20]=[CH:21][C:22]3[CH2:28][N:27](C(=O)C)[CH2:26][C:25](=[O:32])[N:24]([CH2:33][CH3:34])[C:23]=3[CH:35]=2)[N:12]=1)=[O:4].C(Cl)Cl.CO, predict the reaction product. The product is: [CH3:1][NH:2][C:3]([C:5]1[S:6][CH:7]=[CH:8][C:9]=1[NH:10][C:11]1[C:16]([Cl:17])=[CH:15][N:14]=[C:13]([NH:18][C:19]2[CH:20]=[CH:21][C:22]3[CH2:28][NH:27][CH2:26][C:25](=[O:32])[N:24]([CH2:33][CH3:34])[C:23]=3[CH:35]=2)[N:12]=1)=[O:4]. (3) Given the reactants [NH2:1][C:2]1[CH:3]=[C:4]([N:47]2[CH2:52][CH2:51][N:50]([C:53]([O:55][C:56]([CH3:59])([CH3:58])[CH3:57])=[O:54])[CH2:49][CH2:48]2)[CH:5]=[CH:6][C:7]=1[N:8]([C:40]([O:42][C:43]([CH3:46])([CH3:45])[CH3:44])=[O:41])[C:9]1[CH:14]=[C:13]([N:15]([CH3:39])[C:16]([N:18]([C:27]2[C:32]([Cl:33])=[C:31]([O:34][CH3:35])[CH:30]=[C:29]([O:36][CH3:37])[C:28]=2[Cl:38])[CH2:19][O:20][CH2:21][CH2:22][Si:23]([CH3:26])([CH3:25])[CH3:24])=[O:17])[N:12]=[CH:11][N:10]=1.CCN(C(C)C)C(C)C.[C:69](Cl)(=[O:72])[CH:70]=[CH2:71].CCOC(C)=O, predict the reaction product. The product is: [C:69]([NH:1][C:2]1[CH:3]=[C:4]([N:47]2[CH2:52][CH2:51][N:50]([C:53]([O:55][C:56]([CH3:59])([CH3:58])[CH3:57])=[O:54])[CH2:49][CH2:48]2)[CH:5]=[CH:6][C:7]=1[N:8]([C:40]([O:42][C:43]([CH3:46])([CH3:45])[CH3:44])=[O:41])[C:9]1[CH:14]=[C:13]([N:15]([CH3:39])[C:16]([N:18]([C:27]2[C:28]([Cl:38])=[C:29]([O:36][CH3:37])[CH:30]=[C:31]([O:34][CH3:35])[C:32]=2[Cl:33])[CH2:19][O:20][CH2:21][CH2:22][Si:23]([CH3:26])([CH3:24])[CH3:25])=[O:17])[N:12]=[CH:11][N:10]=1)(=[O:72])[CH:70]=[CH2:71]. (4) The product is: [CH3:23][O:6][C:4](=[O:5])[C:3]1[CH:7]=[CH:8][CH:9]=[C:10]([O:11][C:17]2[CH:16]=[CH:15][CH:14]=[C:13]([F:12])[CH:18]=2)[CH:2]=1. Given the reactants C[C:2]1[C:10]([OH:11])=[CH:9][CH:8]=[CH:7][C:3]=1[C:4]([OH:6])=[O:5].[F:12][C:13]1[CH:14]=[C:15](B(O)O)[CH:16]=[CH:17][CH:18]=1.N1C=CC=C[CH:23]=1, predict the reaction product. (5) Given the reactants [N:1]1[CH:6]=[CH:5][CH:4]=[CH:3][C:2]=1[N:7]1[CH:11]=[C:10]([CH2:12]O)[CH:9]=[N:8]1.S(Cl)([Cl:16])=O, predict the reaction product. The product is: [Cl:16][CH2:12][C:10]1[CH:9]=[N:8][N:7]([C:2]2[CH:3]=[CH:4][CH:5]=[CH:6][N:1]=2)[CH:11]=1. (6) Given the reactants [NH:1]([C:3]1[N:12]=[CH:11][CH:10]=[C:9]2[C:4]=1[CH:5]=[C:6]([C:31]1[CH:36]=[CH:35][CH:34]=[CH:33][CH:32]=1)[C:7]([C:13]1[CH:18]=[CH:17][C:16]([C:19]3([NH:23][C:24](=[O:30])[O:25][C:26]([CH3:29])([CH3:28])[CH3:27])[CH2:22][CH2:21][CH2:20]3)=[CH:15][CH:14]=1)=[N:8]2)[NH2:2].[CH2:37](Cl)[CH2:38]Cl.[CH3:41][N:42](C=O)C, predict the reaction product. The product is: [CH2:37]([NH:42][C:41]1[N:12]2[C:3]([C:4]3[CH:5]=[C:6]([C:31]4[CH:32]=[CH:33][CH:34]=[CH:35][CH:36]=4)[C:7]([C:13]4[CH:18]=[CH:17][C:16]([C:19]5([NH:23][C:24](=[O:30])[O:25][C:26]([CH3:29])([CH3:28])[CH3:27])[CH2:22][CH2:21][CH2:20]5)=[CH:15][CH:14]=4)=[N:8][C:9]=3[CH:10]=[CH:11]2)=[N:1][N:2]=1)[CH3:38]. (7) Given the reactants [CH3:1][O:2][C:3](=[O:22])[C@H:4]([OH:21])[CH2:5][NH:6][C:7]1[CH:8]=[C:9]2[C:13](=[CH:14][CH:15]=1)[N:12]([CH:16]([CH2:18][CH3:19])[CH3:17])[C:11](=[O:20])[CH2:10]2.[C:23](OCC)(=[O:25])C, predict the reaction product. The product is: [CH3:1][O:2][C:3]([C@@H:4]1[O:21][C:23](=[O:25])[N:6]([C:7]2[CH:8]=[C:9]3[C:13](=[CH:14][CH:15]=2)[N:12]([CH:16]([CH2:18][CH3:19])[CH3:17])[C:11](=[O:20])[CH2:10]3)[CH2:5]1)=[O:22].